This data is from Reaction yield outcomes from USPTO patents with 853,638 reactions. The task is: Predict the reaction yield, written as a fraction of the theoretical maximum amount of product (1.0 means a 100% yield; for example, 0.34 means a 34% yield). (1) The reactants are CC1C(=[O:8])[C@@H](O)CC(C)(C)C=1/C=C/C(/C)=C/C=C/C(/C)=C/C=C/C=C(\C)/C=C/C=C(\C)/C=C/C1C(C)(C)C[C@H](O)C(=O)C=1C.CCN(C(C)C)C(C)C.Cl[C:55]([O:57]C(Cl)C(Cl)(Cl)Cl)=[O:56].[CH2:64]([OH:75])[C@H:65]([C@H:67]([C@@H:69]([C@@H:71]([CH2:73][OH:74])[OH:72])[OH:70])[OH:68])[OH:66]. The catalyst is C(Cl)Cl.CN(C1C=CN=CC=1)C.CN(C=O)C. The product is [C:55](=[O:56])([OH:8])[OH:57].[CH2:73]([OH:74])[C@H:71]([C@H:69]([C@@H:67]([C@@H:65]([CH2:64][OH:75])[OH:66])[OH:68])[OH:70])[OH:72]. The yield is 0.102. (2) The reactants are [CH2:1]([C:5]([CH2:10][C:11]1[CH:16]=[CH:15][C:14]([OH:17])=[CH:13][CH:12]=1)([C:8]#[N:9])[C:6]#[N:7])[CH2:2][CH:3]=[CH2:4].[C:18](OC(=O)C)(=[O:20])[CH3:19].C(N(CC)CC)C.O. The catalyst is C1(C)C=CC=CC=1. The product is [CH2:1]([C:5]([CH2:10][C:11]1[CH:16]=[CH:15][C:14]([O:17][C:18](=[O:20])[CH3:19])=[CH:13][CH:12]=1)([C:8]#[N:9])[C:6]#[N:7])[CH2:2][CH:3]=[CH2:4]. The yield is 0.950. (3) The reactants are Cl.[NH2:2][C@H:3]([C:14]([O:16][CH3:17])=[O:15])[CH2:4][C:5]1[C:13]2[C:8](=[CH:9][CH:10]=[CH:11][CH:12]=2)[NH:7][CH:6]=1.C(N(CC)CC)C.[CH3:25][C:26]1[CH:36]=[CH:35][C:29]([CH:30]=[CH:31][C:32](O)=[O:33])=[CH:28][CH:27]=1.CCN=C=NCCCN(C)C.Cl. The catalyst is C(Cl)Cl. The product is [CH3:25][C:26]1[CH:36]=[CH:35][C:29]([CH:30]=[CH:31][C:32]([NH:2][C@H:3]([C:14]([O:16][CH3:17])=[O:15])[CH2:4][C:5]2[C:13]3[C:8](=[CH:9][CH:10]=[CH:11][CH:12]=3)[NH:7][CH:6]=2)=[O:33])=[CH:28][CH:27]=1. The yield is 0.990. (4) The reactants are F[C:2](F)(F)[C:3](O)=[O:4].FC(F)(F)C(O)=O.[O:15]1[C:19]2[CH:20]=[CH:21][CH:22]=[CH:23][C:18]=2[NH:17][C:16]1=[C:24]([C:27]1[CH:32]=[CH:31][N:30]=[C:29]([NH:33][CH2:34][CH:35]2[CH2:40][CH2:39][NH:38][CH2:37][CH2:36]2)[N:28]=1)[C:25]#[N:26].CCN(CC)CC.C(Cl)(=O)C. The catalyst is CC(N(C)C)=O. The product is [C:3]([N:38]1[CH2:39][CH2:40][CH:35]([CH2:34][NH:33][C:29]2[N:28]=[C:27]([C:24](=[C:16]3[NH:17][C:18]4[CH:23]=[CH:22][CH:21]=[CH:20][C:19]=4[O:15]3)[C:25]#[N:26])[CH:32]=[CH:31][N:30]=2)[CH2:36][CH2:37]1)(=[O:4])[CH3:2]. The yield is 0.550. (5) The product is [CH3:13][O:12][C:3]1[CH:4]=[CH:5][C:6]2[C:11](=[CH:10][CH:9]=[CH:8][CH:7]=2)[C:2]=1[C:14]1[CH:19]=[CH:18][CH:17]=[CH:16][CH:15]=1. The reactants are Br[C:2]1[C:11]2[C:6](=[CH:7][CH:8]=[CH:9][CH:10]=2)[CH:5]=[CH:4][C:3]=1[O:12][CH3:13].[C:14]1(B(O)O)[CH:19]=[CH:18][CH:17]=[CH:16][CH:15]=1.P([O-])([O-])([O-])=O.[K+].[K+].[K+].[Cl-].[NH4+]. The yield is 0.660. The catalyst is C([O-])(=O)C.[Pd+2].C([O-])(=O)C.C1(P(C2C=CC=CC=2)C2C=CC=CC=2)C=CC=CC=1.C(OCC)C.C(COC)OC.O. (6) The reactants are [C:1]1([O:7][P:8](=[O:51])([O:44][C:45]2[CH:50]=[CH:49][CH:48]=[CH:47][CH:46]=2)[O:9][CH2:10][CH:11]2[CH:16]([O:17][CH2:18][C:19]3[CH:24]=[CH:23][CH:22]=[CH:21][CH:20]=3)[CH:15]([O:25][CH2:26][C:27]3[CH:32]=[CH:31][CH:30]=[CH:29][CH:28]=3)[CH:14]([O:33][CH2:34][C:35]3[CH:40]=[CH:39][CH:38]=[CH:37][CH:36]=3)[CH:13](CC=C)[O:12]2)[CH:6]=[CH:5][CH:4]=[CH:3][CH:2]=1.[Mn]([O-])(=O)(=O)=O.[K+].S([O-])([O-])=O.[Na+].[Na+].[C:64]([OH:67])(=[O:66])[CH3:65]. The catalyst is ClCCl.CCCCCCCC[N+](CCCCCCCC)(CCCCCCCC)C.[Cl-]. The product is [CH2:34]([O:33][CH:14]1[CH:15]([O:25][CH2:26][C:27]2[CH:28]=[CH:29][CH:30]=[CH:31][CH:32]=2)[CH:16]([O:17][CH2:18][C:19]2[CH:24]=[CH:23][CH:22]=[CH:21][CH:20]=2)[CH:11]([CH2:10][O:9][P:8]([O:7][C:1]2[CH:6]=[CH:5][CH:4]=[CH:3][CH:2]=2)([O:44][C:45]2[CH:46]=[CH:47][CH:48]=[CH:49][CH:50]=2)=[O:51])[O:12][CH:13]1[CH2:65][C:64]([OH:67])=[O:66])[C:35]1[CH:40]=[CH:39][CH:38]=[CH:37][CH:36]=1. The yield is 0.938.